From a dataset of NCI-60 drug combinations with 297,098 pairs across 59 cell lines. Regression. Given two drug SMILES strings and cell line genomic features, predict the synergy score measuring deviation from expected non-interaction effect. (1) Drug 1: CCC1=CC2CC(C3=C(CN(C2)C1)C4=CC=CC=C4N3)(C5=C(C=C6C(=C5)C78CCN9C7C(C=CC9)(C(C(C8N6C)(C(=O)OC)O)OC(=O)C)CC)OC)C(=O)OC.C(C(C(=O)O)O)(C(=O)O)O. Synergy scores: CSS=60.7, Synergy_ZIP=-0.517, Synergy_Bliss=-1.17, Synergy_Loewe=3.20, Synergy_HSA=4.91. Cell line: UACC62. Drug 2: C1=CC(=C2C(=C1NCCNCCO)C(=O)C3=C(C=CC(=C3C2=O)O)O)NCCNCCO. (2) Drug 1: C1CNP(=O)(OC1)N(CCCl)CCCl. Drug 2: C1C(C(OC1N2C=NC3=C2NC=NCC3O)CO)O. Cell line: CAKI-1. Synergy scores: CSS=-10.1, Synergy_ZIP=5.42, Synergy_Bliss=0.136, Synergy_Loewe=-9.03, Synergy_HSA=-8.27. (3) Drug 1: C1CCC(C1)C(CC#N)N2C=C(C=N2)C3=C4C=CNC4=NC=N3. Drug 2: CS(=O)(=O)OCCCCOS(=O)(=O)C. Cell line: IGROV1. Synergy scores: CSS=0.979, Synergy_ZIP=-6.72, Synergy_Bliss=-9.38, Synergy_Loewe=-10.5, Synergy_HSA=-8.39. (4) Drug 1: CC1CCC2CC(C(=CC=CC=CC(CC(C(=O)C(C(C(=CC(C(=O)CC(OC(=O)C3CCCCN3C(=O)C(=O)C1(O2)O)C(C)CC4CCC(C(C4)OC)O)C)C)O)OC)C)C)C)OC. Drug 2: CC1C(C(CC(O1)OC2CC(CC3=C2C(=C4C(=C3O)C(=O)C5=CC=CC=C5C4=O)O)(C(=O)C)O)N)O. Cell line: MALME-3M. Synergy scores: CSS=78.9, Synergy_ZIP=35.0, Synergy_Bliss=26.1, Synergy_Loewe=32.6, Synergy_HSA=28.1. (5) Drug 1: C1CC(=O)NC(=O)C1N2CC3=C(C2=O)C=CC=C3N. Drug 2: CCC1=CC2CC(C3=C(CN(C2)C1)C4=CC=CC=C4N3)(C5=C(C=C6C(=C5)C78CCN9C7C(C=CC9)(C(C(C8N6C)(C(=O)OC)O)OC(=O)C)CC)OC)C(=O)OC.C(C(C(=O)O)O)(C(=O)O)O. Cell line: HT29. Synergy scores: CSS=89.3, Synergy_ZIP=21.4, Synergy_Bliss=18.0, Synergy_Loewe=-25.6, Synergy_HSA=20.5. (6) Drug 1: CN(CCCl)CCCl.Cl. Drug 2: C(CC(=O)O)C(=O)CN.Cl. Cell line: NCI-H522. Synergy scores: CSS=26.7, Synergy_ZIP=0.992, Synergy_Bliss=3.07, Synergy_Loewe=-9.90, Synergy_HSA=4.44. (7) Drug 1: C1=NC2=C(N1)C(=S)N=C(N2)N. Drug 2: CC1=C(N=C(N=C1N)C(CC(=O)N)NCC(C(=O)N)N)C(=O)NC(C(C2=CN=CN2)OC3C(C(C(C(O3)CO)O)O)OC4C(C(C(C(O4)CO)O)OC(=O)N)O)C(=O)NC(C)C(C(C)C(=O)NC(C(C)O)C(=O)NCCC5=NC(=CS5)C6=NC(=CS6)C(=O)NCCC[S+](C)C)O. Cell line: RXF 393. Synergy scores: CSS=14.6, Synergy_ZIP=-5.99, Synergy_Bliss=-0.214, Synergy_Loewe=-3.02, Synergy_HSA=-1.36. (8) Drug 1: C1=C(C(=O)NC(=O)N1)N(CCCl)CCCl. Drug 2: C1CNP(=O)(OC1)N(CCCl)CCCl. Cell line: A498. Synergy scores: CSS=8.63, Synergy_ZIP=-6.00, Synergy_Bliss=-3.83, Synergy_Loewe=-22.2, Synergy_HSA=-6.30. (9) Drug 2: C1=NC2=C(N=C(N=C2N1C3C(C(C(O3)CO)O)O)F)N. Synergy scores: CSS=3.85, Synergy_ZIP=0.600, Synergy_Bliss=4.30, Synergy_Loewe=-2.45, Synergy_HSA=1.23. Drug 1: CC1C(C(=O)NC(C(=O)N2CCCC2C(=O)N(CC(=O)N(C(C(=O)O1)C(C)C)C)C)C(C)C)NC(=O)C3=C4C(=C(C=C3)C)OC5=C(C(=O)C(=C(C5=N4)C(=O)NC6C(OC(=O)C(N(C(=O)CN(C(=O)C7CCCN7C(=O)C(NC6=O)C(C)C)C)C)C(C)C)C)N)C. Cell line: OVCAR-4.